Task: Predict the reactants needed to synthesize the given product.. Dataset: Full USPTO retrosynthesis dataset with 1.9M reactions from patents (1976-2016) (1) Given the product [CH3:31][O:30][C:27]1[CH:28]=[C:29]2[C:24](=[CH:25][C:26]=1[O:32][CH3:33])[N:23]=[CH:22][CH:21]=[C:20]2[O:19][C:18]1[C:13]([C:37]2[CH:36]=[N:35][CH:40]=[CH:39][CH:38]=2)=[N:14][C:15]([CH3:34])=[CH:16][CH:17]=1, predict the reactants needed to synthesize it. The reactants are: CN(C)C=O.C(=O)([O-])[O-].[K+].[K+].I[C:13]1[C:18]([O:19][C:20]2[C:29]3[C:24](=[CH:25][C:26]([O:32][CH3:33])=[C:27]([O:30][CH3:31])[CH:28]=3)[N:23]=[CH:22][CH:21]=2)=[CH:17][CH:16]=[C:15]([CH3:34])[N:14]=1.[N:35]1[CH:40]=[CH:39][CH:38]=[C:37](B(O)O)[CH:36]=1. (2) Given the product [NH2:22][C:18]1[N:17]=[CH:16][N:15]=[C:14]2[C:19]=1[N:20]=[CH:21][N:13]2[C@H:5]1[C@@H:6]2[O:10][C:9]([CH3:12])([CH3:11])[O:8][C@@H:7]2[C@@H:3]([CH2:2][NH:1][CH2:36][CH2:35][CH2:34][N:25]2[C:26](=[O:33])[C:27]3[C:32](=[CH:31][CH:30]=[CH:29][CH:28]=3)[C:24]2=[O:23])[O:4]1, predict the reactants needed to synthesize it. The reactants are: [NH2:1][CH2:2][C@@H:3]1[C@H:7]2[O:8][C:9]([CH3:12])([CH3:11])[O:10][C@H:6]2[C@H:5]([N:13]2[CH:21]=[N:20][C:19]3[C:14]2=[N:15][CH:16]=[N:17][C:18]=3[NH2:22])[O:4]1.[O:23]=[C:24]1[C:32]2[C:27](=[CH:28][CH:29]=[CH:30][CH:31]=2)[C:26](=[O:33])[N:25]1[CH2:34][CH2:35][CH:36]=O.[BH-](OC(C)=O)(OC(C)=O)OC(C)=O.[Na+].C([O-])(O)=O.[Na+]. (3) Given the product [NH2:42][C:40]1[CH:41]=[CH:36][CH:37]=[CH:38][C:39]=1[NH:44][C:12](=[O:14])[C:11]1[CH:15]=[CH:16][C:8]([CH:7]=[C:6]([C:17]2[CH:18]=[CH:19][C:20]([F:23])=[CH:21][CH:22]=2)[CH2:5][NH:4][CH:1]2[CH2:2][CH2:3]2)=[CH:9][CH:10]=1, predict the reactants needed to synthesize it. The reactants are: [CH:1]1([NH:4][CH2:5][C:6]([C:17]2[CH:22]=[CH:21][C:20]([F:23])=[CH:19][CH:18]=2)=[CH:7][C:8]2[CH:16]=[CH:15][C:11]([C:12]([OH:14])=O)=[CH:10][CH:9]=2)[CH2:3][CH2:2]1.CCN=C=NCCCN(C)C.Cl.[CH:36]1[CH:37]=[CH:38][C:39]2[N:44](O)N=[N:42][C:40]=2[CH:41]=1.O. (4) Given the product [F:1][C:2]1[CH:7]=[C:6]([F:8])[CH:5]=[CH:4][C:3]=1[C:9]1[CH:14]=[CH:13][CH:12]=[C:11]([NH:15][CH3:16])[CH:10]=1, predict the reactants needed to synthesize it. The reactants are: [F:1][C:2]1[CH:7]=[C:6]([F:8])[CH:5]=[CH:4][C:3]=1[C:9]1[CH:14]=[CH:13][CH:12]=[C:11]([NH2:15])[CH:10]=1.[CH2:16](OC(OCC)OCC)C.C(O)(C(F)(F)F)=O.[BH4-].[Na+]. (5) Given the product [C:29]([O:28][C:26]([N:21]1[C@H:20]([C:18]2[NH:17][C:16]3[CH:33]=[C:12]([C:7]4[CH:6]=[N:5][C:4]5[C:9](=[CH:10][CH:11]=[C:2]([B:39]([OH:43])[OH:40])[CH:3]=5)[N:8]=4)[CH:13]=[CH:14][C:15]=3[N:19]=2)[CH2:25][C@@H:24]2[C@H:22]1[CH2:23]2)=[O:27])([CH3:32])([CH3:31])[CH3:30], predict the reactants needed to synthesize it. The reactants are: Br[C:2]1[CH:3]=[C:4]2[C:9](=[CH:10][CH:11]=1)[N:8]=[C:7]([C:12]1[CH:13]=[CH:14][C:15]3[N:19]=[C:18]([C@@H:20]4[CH2:25][C@@H:24]5[C@@H:22]([CH2:23]5)[N:21]4[C:26]([O:28][C:29]([CH3:32])([CH3:31])[CH3:30])=[O:27])[NH:17][C:16]=3[CH:33]=1)[CH:6]=[N:5]2.CC([O-])=O.[K+].[B:39]1(B2OC(C)(C)C(C)(C)O2)[O:43]C(C)(C)C(C)(C)[O:40]1.